Dataset: Peptide-MHC class II binding affinity with 134,281 pairs from IEDB. Task: Regression. Given a peptide amino acid sequence and an MHC pseudo amino acid sequence, predict their binding affinity value. This is MHC class II binding data. The peptide sequence is VSEALRIIAGTLEVH. The MHC is HLA-DPA10301-DPB10402 with pseudo-sequence HLA-DPA10301-DPB10402. The binding affinity (normalized) is 0.507.